From a dataset of Full USPTO retrosynthesis dataset with 1.9M reactions from patents (1976-2016). Predict the reactants needed to synthesize the given product. (1) Given the product [CH2:1]([N:8]1[CH2:13][CH2:12][CH:11]([N:14]([C:15]2[CH:20]=[CH:19][C:18]([Cl:21])=[C:17]([O:22][CH3:23])[CH:16]=2)[C:24](=[O:27])[CH2:25][CH3:26])[CH2:10][CH2:9]1)[C:2]1[CH:7]=[CH:6][CH:5]=[CH:4][CH:3]=1, predict the reactants needed to synthesize it. The reactants are: [CH2:1]([N:8]1[CH2:13][CH2:12][CH:11]([NH:14][C:15]2[CH:20]=[CH:19][C:18]([Cl:21])=[C:17]([O:22][CH3:23])[CH:16]=2)[CH2:10][CH2:9]1)[C:2]1[CH:7]=[CH:6][CH:5]=[CH:4][CH:3]=1.[C:24](O[C:24](=[O:27])[CH2:25][CH3:26])(=[O:27])[CH2:25][CH3:26].[OH-].[Na+]. (2) Given the product [F:29][C:18]1[CH:17]=[C:16]([NH:15][CH2:30][C:31]2[CH:40]=[C:39]3[C:34]([CH2:35][CH2:36][CH2:37][N:38]3[CH3:41])=[CH:33][CH:32]=2)[CH:21]=[CH:20][C:19]=1[CH2:22][CH2:23][C:24]([O:26][CH2:27][CH3:28])=[O:25], predict the reactants needed to synthesize it. The reactants are: O1CCOCC1.Cl.C(OC([N:15]([CH2:30][C:31]1[CH:40]=[C:39]2[C:34]([CH2:35][CH2:36][CH2:37][N:38]2[CH3:41])=[CH:33][CH:32]=1)[C:16]1[CH:21]=[CH:20][C:19]([CH2:22][CH2:23][C:24]([O:26][CH2:27][CH3:28])=[O:25])=[C:18]([F:29])[CH:17]=1)=O)(C)(C)C.